This data is from Peptide-MHC class I binding affinity with 185,985 pairs from IEDB/IMGT. The task is: Regression. Given a peptide amino acid sequence and an MHC pseudo amino acid sequence, predict their binding affinity value. This is MHC class I binding data. (1) The peptide sequence is LYHFANYNF. The MHC is HLA-A29:02 with pseudo-sequence HLA-A29:02. The binding affinity (normalized) is 0.372. (2) The peptide sequence is DLEKYNLAF. The MHC is HLA-A02:11 with pseudo-sequence HLA-A02:11. The binding affinity (normalized) is 0.0847.